Dataset: Peptide-MHC class I binding affinity with 185,985 pairs from IEDB/IMGT. Task: Regression. Given a peptide amino acid sequence and an MHC pseudo amino acid sequence, predict their binding affinity value. This is MHC class I binding data. (1) The peptide sequence is RMLNILNRRR. The MHC is HLA-A31:01 with pseudo-sequence HLA-A31:01. The binding affinity (normalized) is 0.956. (2) The peptide sequence is RSQSSTIIV. The MHC is HLA-A30:01 with pseudo-sequence HLA-A30:01. The binding affinity (normalized) is 0.415. (3) The peptide sequence is YLLSGAGEHL. The MHC is HLA-A02:01 with pseudo-sequence HLA-A02:01. The binding affinity (normalized) is 0.853. (4) The peptide sequence is SMHYKLDEV. The MHC is HLA-A24:03 with pseudo-sequence HLA-A24:03. The binding affinity (normalized) is 0.0847. (5) The peptide sequence is FVIGGMTGV. The MHC is HLA-A02:11 with pseudo-sequence HLA-A02:11. The binding affinity (normalized) is 1.00. (6) The peptide sequence is VLPFDIKYI. The MHC is HLA-A02:01 with pseudo-sequence HLA-A02:01. The binding affinity (normalized) is 0.728.